From a dataset of Full USPTO retrosynthesis dataset with 1.9M reactions from patents (1976-2016). Predict the reactants needed to synthesize the given product. (1) Given the product [F:1][C:2]1[CH:3]=[CH:4][C:5]([O:25][CH3:26])=[C:6]([C@H:8]2[CH2:12][CH2:11][CH2:10][N:9]2[C:13]2[CH:18]=[CH:17][N:16]3[N:19]=[CH:20][C:21]([C:22]([NH:27][CH2:28][C:29]([OH:31])([CH3:32])[CH3:30])=[O:24])=[C:15]3[N:14]=2)[CH:7]=1, predict the reactants needed to synthesize it. The reactants are: [F:1][C:2]1[CH:3]=[CH:4][C:5]([O:25][CH3:26])=[C:6]([C@H:8]2[CH2:12][CH2:11][CH2:10][N:9]2[C:13]2[CH:18]=[CH:17][N:16]3[N:19]=[CH:20][C:21]([C:22]([OH:24])=O)=[C:15]3[N:14]=2)[CH:7]=1.[NH2:27][CH2:28][C:29]([CH3:32])([OH:31])[CH3:30]. (2) Given the product [CH3:24][O:25][C:2]1[N:9]=[C:8]([CH3:10])[CH:7]=[C:6]([O:11][CH2:12][C:13]2[CH:18]=[CH:17][C:16]([O:19][CH3:20])=[CH:15][CH:14]=2)[C:3]=1[C:4]#[N:5], predict the reactants needed to synthesize it. The reactants are: Cl[C:2]1[N:9]=[C:8]([CH3:10])[CH:7]=[C:6]([O:11][CH2:12][C:13]2[CH:18]=[CH:17][C:16]([O:19][CH3:20])=[CH:15][CH:14]=2)[C:3]=1[C:4]#[N:5].C[O-].[Na+].[CH3:24][O:25]C1N=C(C)C=C(OC)C=1C#N. (3) Given the product [Cl:1][C:2]1[C:3]([CH3:19])=[CH:4][C:5]2[CH:6]=[C:7]3[CH2:14][NH:13][CH2:12][CH2:11][N:8]3[C:9]=2[CH:10]=1, predict the reactants needed to synthesize it. The reactants are: [Cl:1][C:2]1[CH:10]=[C:9]2[C:5]([CH:6]=[C:7]([C:14](OCC)=O)[N:8]2[CH2:11][C:12]#[N:13])=[CH:4][C:3]=1[CH3:19].[H-].[Al+3].[Li+].[H-].[H-].[H-].C(C(C(C([O-])=O)O)O)([O-])=O.[Na+].[K+].C(OCC)(=O)C. (4) Given the product [Cl:1][C:2]1[CH:3]=[CH:4][C:5]([C:9]2[N:13]([CH2:14][CH:15]3[CH2:16][CH2:17][O:18][CH2:19][CH2:20]3)[C:12]3[CH:21]=[C:22]([F:26])[C:23]([F:25])=[CH:24][C:11]=3[N:10]=2)=[C:6]([CH:7]=1)[O:8][CH2:28][C:29]1[CH:36]=[CH:35][C:32]([C:33]#[N:34])=[CH:31][C:30]=1[F:37], predict the reactants needed to synthesize it. The reactants are: [Cl:1][C:2]1[CH:3]=[CH:4][C:5]([C:9]2[N:13]([CH2:14][CH:15]3[CH2:20][CH2:19][O:18][CH2:17][CH2:16]3)[C:12]3[CH:21]=[C:22]([F:26])[C:23]([F:25])=[CH:24][C:11]=3[N:10]=2)=[C:6]([OH:8])[CH:7]=1.Br[CH2:28][C:29]1[CH:36]=[CH:35][C:32]([C:33]#[N:34])=[CH:31][C:30]=1[F:37]. (5) Given the product [OH:1][C@@H:2]1[C@@H:9]2[C@@:5]([C:12]([OH:14])=[O:13])([O:6][C:7]([CH3:11])([CH3:10])[O:8]2)[O:4][C@H:3]1[CH2:16][NH:17][C:18]([CH:20]1[CH2:21][CH2:22][CH:23]([CH2:26][NH:27][C:28](=[O:70])[CH2:29][NH:30][C:31](=[O:69])[CH2:32][N:33]2[CH2:34][CH2:35][N:36]([CH2:61][C:62](=[O:63])[O:64][C:65]([CH3:66])([CH3:67])[CH3:68])[CH2:37][CH2:38][N:39]([CH2:53][C:54](=[O:60])[O:55][C:56]([CH3:57])([CH3:58])[CH3:59])[CH2:40][CH2:41][N:42]([CH2:45][C:46]([O:47][C:48]([CH3:51])([CH3:50])[CH3:49])=[O:52])[CH2:43][CH2:44]2)[CH2:24][CH2:25]1)=[O:19], predict the reactants needed to synthesize it. The reactants are: [OH:1][C@@H:2]1[C@@H:9]2[C@@:5]([C:12]([O:14]C)=[O:13])([O:6][C:7]([CH3:11])([CH3:10])[O:8]2)[O:4][C@H:3]1[CH2:16][NH:17][C:18]([CH:20]1[CH2:25][CH2:24][CH:23]([CH2:26][NH:27][C:28](=[O:70])[CH2:29][NH:30][C:31](=[O:69])[CH2:32][N:33]2[CH2:44][CH2:43][N:42]([CH2:45][C:46](=[O:52])[O:47][C:48]([CH3:51])([CH3:50])[CH3:49])[CH2:41][CH2:40][N:39]([CH2:53][C:54](=[O:60])[O:55][C:56]([CH3:59])([CH3:58])[CH3:57])[CH2:38][CH2:37][N:36]([CH2:61][C:62]([O:64][C:65]([CH3:68])([CH3:67])[CH3:66])=[O:63])[CH2:35][CH2:34]2)[CH2:22][CH2:21]1)=[O:19].O[Li].O. (6) Given the product [Br:22][C:5]1[C:4]2[S:9][C:10]([C:12]3[C:17]([F:18])=[CH:16][CH:15]=[CH:14][C:13]=3[Cl:19])=[N:11][C:3]=2[C:2]([Br:1])=[CH:7][N:6]=1, predict the reactants needed to synthesize it. The reactants are: [Br:1][C:2]1[C:3]2[N:11]=[C:10]([C:12]3[C:17]([F:18])=[CH:16][CH:15]=[CH:14][C:13]=3[Cl:19])[S:9][C:4]=2[CH:5]=[N+:6]([O-])[CH:7]=1.P(Br)(Br)([Br:22])=O.C([O-])(O)=O.[Na+]. (7) Given the product [Cl:20][CH2:21][O:2][P:1](=[O:13])([O:3][C:4]([CH3:6])([CH3:7])[CH3:5])[O:8][C:9]([CH3:12])([CH3:11])[CH3:10], predict the reactants needed to synthesize it. The reactants are: [P:1]([O-:13])([O:8][C:9]([CH3:12])([CH3:11])[CH3:10])([O:3][C:4]([CH3:7])([CH3:6])[CH3:5])=[O:2].[K+].C(=O)(O)[O-].[Na+].[Cl:20][CH2:21]OS(Cl)(=O)=O. (8) Given the product [CH2:1]([N:8]1[CH2:12][CH:11]([C:13]2[CH:18]=[CH:17][C:16]([Cl:19])=[C:15]([Cl:20])[CH:14]=2)[CH:10]([CH:21]([O:24][C:26]2[CH:33]=[CH:32][C:29]([C:30]#[N:31])=[CH:28][N:27]=2)[CH2:22][CH3:23])[CH2:9]1)[C:2]1[CH:3]=[CH:4][CH:5]=[CH:6][CH:7]=1, predict the reactants needed to synthesize it. The reactants are: [CH2:1]([N:8]1[CH2:12][CH:11]([C:13]2[CH:18]=[CH:17][C:16]([Cl:19])=[C:15]([Cl:20])[CH:14]=2)[CH:10]([CH:21]([OH:24])[CH2:22][CH3:23])[CH2:9]1)[C:2]1[CH:7]=[CH:6][CH:5]=[CH:4][CH:3]=1.Cl[C:26]1[CH:33]=[CH:32][C:29]([C:30]#[N:31])=[CH:28][N:27]=1.[H-].[Na+]. (9) Given the product [C:1]([NH:11][C@@H:12]([CH2:30][C:31]1[CH:32]=[CH:33][CH:34]=[CH:35][CH:36]=1)[C@H:13]([OH:29])[CH2:14][N:15]([CH2:22][C:23]1[CH:28]=[CH:27][CH:26]=[CH:25][CH:24]=1)[C:16](=[O:21])[C:17](=[N+:47]=[N-:48])[C:18](=[O:20])[CH3:19])([O:3][CH2:4][C:5]1[CH:6]=[CH:7][CH:8]=[CH:9][CH:10]=1)=[O:2], predict the reactants needed to synthesize it. The reactants are: [C:1]([NH:11][C@@H:12]([CH2:30][C:31]1[CH:36]=[CH:35][CH:34]=[CH:33][CH:32]=1)[C@H:13]([OH:29])[CH2:14][N:15]([CH2:22][C:23]1[CH:28]=[CH:27][CH:26]=[CH:25][CH:24]=1)[C:16](=[O:21])[CH2:17][C:18](=[O:20])[CH3:19])([O:3][CH2:4][C:5]1[CH:10]=[CH:9][CH:8]=[CH:7][CH:6]=1)=[O:2].S([N:47]=[N+:48]=[N-])(C1C=CC(C)=CC=1)(=O)=O.C1CCN2C(=NCCC2)CC1.ClCCl. (10) Given the product [C:1]([OH:4])(=[O:3])[CH:2]=[CH2:5].[C:5]([OH:7])(=[O:6])[CH2:1][CH3:2], predict the reactants needed to synthesize it. The reactants are: [C:1]([OH:4])(=[O:3])[CH3:2].[CH:5]([OH:7])=[O:6].